Dataset: Full USPTO retrosynthesis dataset with 1.9M reactions from patents (1976-2016). Task: Predict the reactants needed to synthesize the given product. (1) Given the product [CH3:1][C:2]1[N:3]=[C:4]2[CH:12]=[CH:11][CH:10]=[C:9]3[N:5]2[C:6]=1[C:7]([S:13][CH2:14][CH2:15][CH2:16][CH2:17][CH2:18][NH:19][S:34]([C:37]([F:40])([F:39])[F:38])(=[O:36])=[O:35])=[N:8]3, predict the reactants needed to synthesize it. The reactants are: [CH3:1][C:2]1[N:3]=[C:4]2[CH:12]=[CH:11][CH:10]=[C:9]3[N:5]2[C:6]=1[C:7]([S:13][CH2:14][CH2:15][CH2:16][CH2:17][CH2:18][NH2:19])=[N:8]3.C(N(CC)CC)C.C1(N[S:34]([C:37]([F:40])([F:39])[F:38])(=[O:36])=[O:35])C=CC=CC=1. (2) Given the product [F:24][C:25]1[CH:33]=[C:32]2[C:28]([C:29]([C:41]3[CH:42]=[N:43][C:44]([S:47]([N:50]4[CH2:51][CH2:52][N:53]([S:56]([CH3:59])(=[O:58])=[O:57])[CH2:54][CH2:55]4)(=[O:49])=[O:48])=[CH:45][CH:46]=3)=[CH:30][NH:31]2)=[CH:27][CH:26]=1, predict the reactants needed to synthesize it. The reactants are: FC1C=C2C(C(C3C=CC(N4CCC(N)CC4)=NC=3)=CN2)=CC=1.[F:24][C:25]1[CH:33]=[C:32]2[C:28]([C:29]([C:41]3[CH:42]=[N:43][C:44]([S:47]([N:50]4[CH2:55][CH2:54][N:53]([S:56]([CH3:59])(=[O:58])=[O:57])[CH2:52][CH2:51]4)(=[O:49])=[O:48])=[CH:45][CH:46]=3)=[CH:30][N:31]2C(OC(C)(C)C)=O)=[CH:27][CH:26]=1. (3) Given the product [NH2:26][C:25]1[C:16]2[C:15]([C:27]3[CH:32]=[CH:31][CH:30]=[C:29]([N+:33]([O-:35])=[O:34])[CH:28]=3)=[N:14][C:13]([C:36]3[CH:41]=[CH:40][CH:39]=[CH:38][CH:37]=3)=[N:12][C:17]=2[S:18][C:19]=1[C:20]([O:22][CH2:23][CH3:24])=[O:21], predict the reactants needed to synthesize it. The reactants are: CCN(C(C)C)C(C)C.C([N:12]1[C:17]([S:18][CH2:19][C:20]([O:22][CH2:23][CH3:24])=[O:21])=[C:16]([C:25]#[N:26])[C:15]([C:27]2[CH:32]=[CH:31][CH:30]=[C:29]([N+:33]([O-:35])=[O:34])[CH:28]=2)=[N:14][CH:13]1[C:36]1[CH:41]=[CH:40][CH:39]=[CH:38][CH:37]=1)C.CCO.